From a dataset of hERG Central: cardiac toxicity at 1µM, 10µM, and general inhibition. Predict hERG channel inhibition at various concentrations. (1) Results: hERG_inhib (hERG inhibition (general)): blocker. The molecule is COc1ccc(C)cc1Nc1n[n+](-c2ccccc2)c(-c2c(OC)ccc3ccccc23)s1.[Cl-]. (2) The molecule is CC1CCCC(C)N1CCCNC(=O)c1nn(C)c2c1CSc1ccccc1-2. Results: hERG_inhib (hERG inhibition (general)): blocker. (3) The molecule is O=C(Cn1c(C(=O)N2CCN(C3CCCC3)CC2)cc2sccc21)c1ccccc1. Results: hERG_inhib (hERG inhibition (general)): blocker. (4) The compound is O=C(NC1CCN(Cc2ccc(F)cc2)CC1)c1ccccc1. Results: hERG_inhib (hERG inhibition (general)): blocker. (5) The molecule is CCOc1cc(CNCCCN2CCOCC2)cc(Br)c1OCC(=O)Nc1cccc(C(F)(F)F)c1.Cl. Results: hERG_inhib (hERG inhibition (general)): blocker. (6) The drug is COc1ccc(OP(C)(=O)Nc2ccc(Br)cc2)cc1. Results: hERG_inhib (hERG inhibition (general)): blocker. (7) The molecule is O=C(NN1C(=O)c2ccccc2NC1c1ccc([N+](=O)[O-])o1)c1ccc([N+](=O)[O-])cc1. Results: hERG_inhib (hERG inhibition (general)): blocker. (8) The compound is Cn1cc(CN2CCC(CO)CC2)c(-c2ccc(Oc3ccccc3)cc2)n1. Results: hERG_inhib (hERG inhibition (general)): blocker. (9) The molecule is CCc1ccc(OCC(O)CN2CCN(c3ccccn3)CC2)cc1.Cl. Results: hERG_inhib (hERG inhibition (general)): blocker. (10) The molecule is COc1ccc(C2CC(c3ccc([N+](=O)[O-])cc3)=NN2C(C)=O)cc1. Results: hERG_inhib (hERG inhibition (general)): blocker.